Dataset: Reaction yield outcomes from USPTO patents with 853,638 reactions. Task: Predict the reaction yield, written as a fraction of the theoretical maximum amount of product (1.0 means a 100% yield; for example, 0.34 means a 34% yield). (1) The product is [CH3:1][S:2]([O:6][CH:7]1[CH2:8][CH2:9][C:10]2([CH2:15][CH2:14][N:13]([C:16]([O:18][C:19]([CH3:20])([CH3:21])[CH3:22])=[O:17])[CH2:12][CH2:11]2)[CH2:23][CH2:24]1)(=[O:4])=[O:3]. The yield is 0.880. The reactants are [CH3:1][S:2](Cl)(=[O:4])=[O:3].[OH:6][CH:7]1[CH2:24][CH2:23][C:10]2([CH2:15][CH2:14][N:13]([C:16]([O:18][C:19]([CH3:22])([CH3:21])[CH3:20])=[O:17])[CH2:12][CH2:11]2)[CH2:9][CH2:8]1.CCN(CC)CC. No catalyst specified. (2) The reactants are [OH:1][C:2]1[CH:11]=[CH:10][C:5]([C:6]([O:8][CH3:9])=[O:7])=[CH:4][C:3]=1I.[H-].[Na+].[CH3:15][N:16](C=O)C. No catalyst specified. The product is [C:15]([C:3]1[CH:4]=[C:5]([CH:10]=[CH:11][C:2]=1[OH:1])[C:6]([O:8][CH3:9])=[O:7])#[N:16]. The yield is 1.00. (3) The reactants are [OH:1][C:2]12[C:13]3[C:8](=[C:9]([N+:14]([O-])=O)[CH:10]=[CH:11][CH:12]=3)[C:7](=[O:17])[C:6]1([NH:18][C:19]([C:21]1[C:30]3[C:25](=[CH:26][CH:27]=[CH:28][CH:29]=3)[CH:24]=[CH:23][N:22]=1)=[O:20])[C:5]1[CH:31]=[CH:32][C:33]([CH:35]([CH3:37])[CH3:36])=[CH:34][C:4]=1[O:3]2.C(O)C. The catalyst is Cl.[Fe].O. The product is [NH2:14][C:9]1[CH:10]=[CH:11][CH:12]=[C:13]2[C:8]=1[C:7](=[O:17])[C:6]1([NH:18][C:19]([C:21]3[C:30]4[C:25](=[CH:26][CH:27]=[CH:28][CH:29]=4)[CH:24]=[CH:23][N:22]=3)=[O:20])[C:5]3[CH:31]=[CH:32][C:33]([CH:35]([CH3:36])[CH3:37])=[CH:34][C:4]=3[O:3][C:2]12[OH:1]. The yield is 0.810. (4) The reactants are C[Si](Br)(C)C.C([O:8][P:9]([CH2:14][CH2:15][N:16]([CH2:21][CH2:22][CH2:23][CH3:24])[C:17](=[O:20])[CH:18]=[CH2:19])([O:11]CC)=[O:10])C. The catalyst is C(Cl)Cl. The product is [OH:10][P:9]([CH2:14][CH2:15][N:16]([CH2:21][CH2:22][CH2:23][CH3:24])[C:17](=[O:20])[CH:18]=[CH2:19])([OH:11])=[O:8]. The yield is 0.840.